Dataset: Forward reaction prediction with 1.9M reactions from USPTO patents (1976-2016). Task: Predict the product of the given reaction. (1) Given the reactants [Cl:1][C:2]1[CH:3]=[C:4]([NH2:15])[C:5]([NH:8][CH2:9][CH2:10][S:11]([CH3:14])(=[O:13])=[O:12])=[CH:6][CH:7]=1.Br[CH2:17][C:18](O)=O.C(=O)(O)[O-].[Na+].[ClH:26], predict the reaction product. The product is: [Cl:1][C:2]1[CH:7]=[CH:6][C:5]2[N:8]([CH2:9][CH2:10][S:11]([CH3:14])(=[O:12])=[O:13])[C:18]([CH2:17][Cl:26])=[N:15][C:4]=2[CH:3]=1. (2) Given the reactants Cl[C:2]1[N:7]=[C:6]([CH:8]([CH:11]2[N:15]([CH2:16][CH3:17])[C:14]3[CH:18]=[CH:19][CH:20]=[CH:21][C:13]=3[NH:12]2)[C:9]#[N:10])[CH:5]=[CH:4][N:3]=1.[NH2:22][CH2:23][CH2:24][CH2:25][N:26]1[CH2:30][CH2:29][CH2:28][C:27]1=[O:31], predict the reaction product. The product is: [CH2:16]([N:15]1[C:14]2[CH:18]=[CH:19][CH:20]=[CH:21][C:13]=2[NH:12]/[C:11]/1=[C:8](\[C:6]1[CH:5]=[CH:4][N:3]=[C:2]([NH:22][CH2:23][CH2:24][CH2:25][N:26]2[CH2:30][CH2:29][CH2:28][C:27]2=[O:31])[N:7]=1)/[C:9]#[N:10])[CH3:17].